Dataset: Peptide-MHC class I binding affinity with 185,985 pairs from IEDB/IMGT. Task: Regression. Given a peptide amino acid sequence and an MHC pseudo amino acid sequence, predict their binding affinity value. This is MHC class I binding data. The peptide sequence is QAAESNERY. The MHC is HLA-A01:01 with pseudo-sequence HLA-A01:01. The binding affinity (normalized) is 0.458.